This data is from Full USPTO retrosynthesis dataset with 1.9M reactions from patents (1976-2016). The task is: Predict the reactants needed to synthesize the given product. (1) Given the product [NH2:12][C:13]1[CH:21]=[CH:20][C:16]([C:17]([NH:9][C:6]2[CH:7]=[N:8][C:3]([C:2]([F:1])([F:10])[F:11])=[CH:4][CH:5]=2)=[O:18])=[CH:15][C:14]=1[N+:22]([O-:24])=[O:23], predict the reactants needed to synthesize it. The reactants are: [F:1][C:2]([F:11])([F:10])[C:3]1[N:8]=[CH:7][C:6]([NH2:9])=[CH:5][CH:4]=1.[NH2:12][C:13]1[CH:21]=[CH:20][C:16]([C:17](O)=[O:18])=[CH:15][C:14]=1[N+:22]([O-:24])=[O:23].CN(C(ON1N=NC2C=CC=NC1=2)=[N+](C)C)C.F[P-](F)(F)(F)(F)F.CCN(CC)CC. (2) The reactants are: [CH2:1]([O:8][C:9]1[CH:14]=[CH:13][C:12]([N:15]2[CH2:20][CH2:19][N:18](C(OC(C)(C)C)=O)[CH2:17][C:16]2=[O:28])=[CH:11][CH:10]=1)[CH2:2][CH2:3][CH2:4][CH2:5][CH2:6][CH3:7].Cl.O1CCOCC1. Given the product [CH2:1]([O:8][C:9]1[CH:14]=[CH:13][C:12]([N:15]2[CH2:20][CH2:19][NH:18][CH2:17][C:16]2=[O:28])=[CH:11][CH:10]=1)[CH2:2][CH2:3][CH2:4][CH2:5][CH2:6][CH3:7], predict the reactants needed to synthesize it. (3) Given the product [CH3:15][N:5]([C:6]1[CH:7]=[C:8]([Cl:14])[C:9]([Cl:13])=[C:10]([Cl:12])[CH:11]=1)[C:4]1[N:3]=[C:1]([NH2:2])[NH:19][N:18]=1, predict the reactants needed to synthesize it. The reactants are: [C:1](/[N:3]=[C:4](\SC)/[N:5]([CH3:15])[C:6]1[CH:11]=[C:10]([Cl:12])[C:9]([Cl:13])=[C:8]([Cl:14])[CH:7]=1)#[N:2].[NH2:18][NH2:19]. (4) Given the product [C:5]([O:4][C:1]1[CH:11]=[CH:10][C:9]([OH:8])=[C:14]([CH3:13])[CH:2]=1)(=[O:7])[CH3:6], predict the reactants needed to synthesize it. The reactants are: [C:1]([O:4][C:5](=[O:7])[CH3:6])(=O)[CH3:2].[OH:8][C:9]1[CH:14]=[CH:13]C(O)=[C:11](C)[CH:10]=1.C(=O)([O-])[O-].[Cs+].[Cs+]. (5) Given the product [OH:2][CH2:1][CH:3]1[C:15]2[CH:14]=[C:13]([C:16]([OH:18])=[O:17])[CH:12]=[CH:11][C:10]=2[C:9]2[C:4]1=[CH:5][C:6]([C:19]([OH:21])=[O:20])=[CH:7][CH:8]=2, predict the reactants needed to synthesize it. The reactants are: [CH:1]([CH:3]1[C:15]2[CH:14]=[C:13]([C:16]([OH:18])=[O:17])[CH:12]=[CH:11][C:10]=2[C:9]2[C:4]1=[CH:5][C:6]([C:19]([OH:21])=[O:20])=[CH:7][CH:8]=2)=[O:2].[BH4-].[Na+]. (6) Given the product [NH2:17][CH:15]([C:12]1[S:11][C:10]([NH:9][C:6]2[CH:5]=[CH:4][C:3]([C:2]([F:19])([F:20])[F:1])=[CH:8][CH:7]=2)=[N:14][CH:13]=1)[CH3:16], predict the reactants needed to synthesize it. The reactants are: [F:1][C:2]([F:20])([F:19])[C:3]1[CH:8]=[CH:7][C:6]([NH:9][C:10]2[S:11][C:12]([C:15](=[N:17]O)[CH3:16])=[CH:13][N:14]=2)=[CH:5][CH:4]=1.CO. (7) Given the product [CH2:1]([C:3]1[N:4]=[C:5]([CH3:11])[S:6][C:7]=1[CH2:8][OH:9])[CH3:2], predict the reactants needed to synthesize it. The reactants are: [CH2:1]([C:3]1[N:4]=[C:5]([CH3:11])[S:6][C:7]=1[C:8](O)=[O:9])[CH3:2].Cl. (8) Given the product [O:5]([C:12]1[CH:24]=[CH:23][C:15]([C:16]([OH:18])=[O:17])=[C:14]([NH:25][C:26](=[O:38])[C:27]2[CH:32]=[CH:31][CH:30]=[C:29]([N:33]3[CH:37]=[CH:36][CH:35]=[CH:34]3)[CH:28]=2)[CH:13]=1)[C:6]1[CH:7]=[CH:8][CH:9]=[CH:10][CH:11]=1, predict the reactants needed to synthesize it. The reactants are: CO.[OH-].[Na+].[O:5]([C:12]1[CH:24]=[CH:23][C:15]([C:16]([O:18]C(C)(C)C)=[O:17])=[C:14]([NH:25][C:26](=[O:38])[C:27]2[CH:32]=[CH:31][CH:30]=[C:29]([N:33]3[CH:37]=[CH:36][CH:35]=[CH:34]3)[CH:28]=2)[CH:13]=1)[C:6]1[CH:11]=[CH:10][CH:9]=[CH:8][CH:7]=1.Cl. (9) Given the product [N:25]1[CH:26]=[CH:27][CH:28]=[C:23]([C:20]2[CH2:19][CH:18]([C:16]([NH:15][C:12]3[CH:13]=[CH:14][C:9]([CH:1]([C:2]4[CH:7]=[CH:6][CH:5]=[CH:4][CH:3]=4)[C:43]([O:45][CH3:46])=[O:44])=[CH:10][CH:11]=3)=[O:17])[O:22][N:21]=2)[CH:24]=1, predict the reactants needed to synthesize it. The reactants are: [C:1]([C:9]1[CH:14]=[CH:13][C:12]([NH:15][C:16]([C@H:18]2[O:22][N:21]=[C:20]([C:23]3[CH:24]=[N:25][CH:26]=[CH:27][CH:28]=3)[CH2:19]2)=[O:17])=[CH:11][CH:10]=1)(=O)[C:2]1[CH:7]=[CH:6][CH:5]=[CH:4][CH:3]=1.NC1C=CC(C2C=CC=CC=2C[C:43]([O:45][CH3:46])=[O:44])=CC=1.CC(N(C(C)C)CC)C.O.